Dataset: Reaction yield outcomes from USPTO patents with 853,638 reactions. Task: Predict the reaction yield, written as a fraction of the theoretical maximum amount of product (1.0 means a 100% yield; for example, 0.34 means a 34% yield). (1) The reactants are [Cl:1][C:2]1[CH:3]=[CH:4][CH:5]=[C:6]2[C:11]=1[N:10]=[C:9]([CH2:12]Cl)[N:8]([C:14]1[CH:19]=[CH:18][CH:17]=[CH:16][C:15]=1[Cl:20])[C:7]2=[O:21].[N:22]1[C:30]([NH2:31])=[C:29]2[C:25]([N:26]=[CH:27][NH:28]2)=[N:24][CH:23]=1.C([O-])([O-])=O.[K+].[K+]. The catalyst is CN(C=O)C. The product is [NH2:31][C:30]1[N:22]=[CH:23][N:24]=[C:25]2[C:29]=1[N:28]=[CH:27][N:26]2[CH2:12][C:9]1[N:8]([C:14]2[CH:19]=[CH:18][CH:17]=[CH:16][C:15]=2[Cl:20])[C:7](=[O:21])[C:6]2[C:11](=[C:2]([Cl:1])[CH:3]=[CH:4][CH:5]=2)[N:10]=1. The yield is 0.390. (2) The reactants are [CH3:1][O:2][C:3]1[CH:9]=[CH:8][C:6]([NH2:7])=[C:5]([S:10][CH3:11])[CH:4]=1.[C:12](Cl)(Cl)=[O:13]. The catalyst is CCOC(C)=O. The product is [N:7]([C:6]1[CH:8]=[CH:9][C:3]([O:2][CH3:1])=[CH:4][C:5]=1[S:10][CH3:11])=[C:12]=[O:13]. The yield is 0.970. (3) The reactants are [NH2:1][C@H:2]([CH2:6][O:7][CH:8]([F:10])[F:9])[C:3]([OH:5])=[O:4].C(=O)(O)[O-].[Na+].[C:16](O[C:16]([O:18][C:19]([CH3:22])([CH3:21])[CH3:20])=[O:17])([O:18][C:19]([CH3:22])([CH3:21])[CH3:20])=[O:17]. The catalyst is O.C1COCC1. The product is [C:19]([O:18][C:16]([NH:1][C@H:2]([CH2:6][O:7][CH:8]([F:10])[F:9])[C:3]([OH:5])=[O:4])=[O:17])([CH3:22])([CH3:21])[CH3:20]. The yield is 0.823. (4) The reactants are [C:1]12([CH2:11][O:12][C:13]3[C:28]([CH:29]4[CH2:31][CH2:30]4)=[CH:27][C:16]([C:17]([NH:19][S:20]([CH2:23][CH2:24][O:25]C)(=[O:22])=[O:21])=[O:18])=[C:15]([F:32])[CH:14]=3)[CH2:10][CH:5]3[CH2:6][CH:7]([CH2:9][CH:3]([CH2:4]3)[CH2:2]1)[CH2:8]2.B(Br)(Br)Br.N1C(C)=CC=CC=1C. The catalyst is C(Cl)Cl. The product is [C:1]12([CH2:11][O:12][C:13]3[C:28]([CH:29]4[CH2:30][CH2:31]4)=[CH:27][C:16]([C:17]([NH:19][S:20]([CH2:23][CH2:24][OH:25])(=[O:22])=[O:21])=[O:18])=[C:15]([F:32])[CH:14]=3)[CH2:10][CH:5]3[CH2:4][CH:3]([CH2:9][CH:7]([CH2:6]3)[CH2:8]1)[CH2:2]2. The yield is 0.250. (5) The product is [CH3:18][C:19]1[CH:20]=[C:21]([NH:22][C:2]2[CH:3]=[CH:4][C:5]3[N:6]([C:8]([C:11]([O:13][CH2:14][CH3:15])=[O:12])=[CH:9][N:10]=3)[N:7]=2)[CH:23]=[C:24]([CH3:26])[CH:25]=1. The reactants are Cl[C:2]1[CH:3]=[CH:4][C:5]2[N:6]([C:8]([C:11]([O:13][CH2:14][CH3:15])=[O:12])=[CH:9][N:10]=2)[N:7]=1.N#N.[CH3:18][C:19]1[CH:20]=[C:21]([CH:23]=[C:24]([CH3:26])[CH:25]=1)[NH2:22].CC1(C)C2C(=C(P(C3C=CC=CC=3)C3C=CC=CC=3)C=CC=2)OC2C(P(C3C=CC=CC=3)C3C=CC=CC=3)=CC=CC1=2.C(=O)([O-])[O-].[Cs+].[Cs+]. The yield is 0.490. The catalyst is CC(N(C)C)=O.C1C=CC(/C=C/C(/C=C/C2C=CC=CC=2)=O)=CC=1.C1C=CC(/C=C/C(/C=C/C2C=CC=CC=2)=O)=CC=1.C1C=CC(/C=C/C(/C=C/C2C=CC=CC=2)=O)=CC=1.[Pd].[Pd]. (6) The reactants are C(O)(=O)/C=C/C(O)=O.[Cl:9][C:10]1[CH:11]=[C:12]([CH:16]2[CH2:21][CH2:20][CH2:19][NH:18][CH2:17]2)[CH:13]=[CH:14][CH:15]=1.[CH:22]([C:24]1[CH:39]=[CH:38][C:27]([O:28][C:29]2[CH:37]=[CH:36][C:32]([C:33]([NH2:35])=[O:34])=[CH:31][N:30]=2)=[CH:26][CH:25]=1)=O.C(O[BH-](OC(=O)C)OC(=O)C)(=O)C.[Na+].C(O)(=O)C. The catalyst is ClCCCl. The product is [Cl:9][C:10]1[CH:11]=[C:12]([CH:16]2[CH2:21][CH2:20][CH2:19][N:18]([CH2:22][C:24]3[CH:39]=[CH:38][C:27]([O:28][C:29]4[CH:37]=[CH:36][C:32]([C:33]([NH2:35])=[O:34])=[CH:31][N:30]=4)=[CH:26][CH:25]=3)[CH2:17]2)[CH:13]=[CH:14][CH:15]=1. The yield is 0.700. (7) The reactants are Cl.[CH3:2][NH:3][OH:4].CO[Na].[Br:8][C:9]1[CH:10]=[C:11]2C(=[CH:17][C:18]=1[F:19])O[CH:14]([C:20]1[CH:25]=[CH:24][CH:23]=[CH:22][CH:21]=1)[CH2:13][C:12]2=[N:26][C:27]#[N:28].[CH3:29][OH:30]. No catalyst specified. The product is [Br:8][C:9]1[CH:10]=[C:11]2[C:12]3([O:4][N:3]([CH3:2])[C:27]([NH2:28])=[N:26]3)[CH2:13][CH:14]([C:20]3[CH:21]=[CH:22][CH:23]=[CH:24][CH:25]=3)[O:30][C:29]2=[CH:17][C:18]=1[F:19]. The yield is 0.300. (8) The reactants are [N+:1]([C:4]1[CH:34]=[CH:33][C:7]([C:8]([O:10][C:11]2[C:20]3[C:15](=[C:16]([O:21][C:22](=[O:32])[C:23]4[CH:28]=[CH:27][C:26]([N+:29]([O-])=O)=[CH:25][CH:24]=4)[CH:17]=[CH:18][CH:19]=3)[CH:14]=[CH:13][CH:12]=2)=[O:9])=[CH:6][CH:5]=1)([O-])=O.[H][H]. The catalyst is CN(C=O)C.[Pd]. The product is [NH2:29][C:26]1[CH:25]=[CH:24][C:23]([C:22]([O:21][C:16]2[C:15]3[C:20](=[C:11]([O:10][C:8](=[O:9])[C:7]4[CH:33]=[CH:34][C:4]([NH2:1])=[CH:5][CH:6]=4)[CH:12]=[CH:13][CH:14]=3)[CH:19]=[CH:18][CH:17]=2)=[O:32])=[CH:28][CH:27]=1. The yield is 0.830.